This data is from Forward reaction prediction with 1.9M reactions from USPTO patents (1976-2016). The task is: Predict the product of the given reaction. Given the reactants [CH2:1]=[CH:2][C:3]1[CH:8]=[CH:7][CH:6]=[CH:5][CH:4]=1.[C:9]([O:14][CH2:15][CH2:16][P:17](=[O:20])([OH:19])[OH:18])(=[O:13])[C:10]([CH3:12])=[CH2:11].N(C(C)(C)C(OC)=O)=NC(C)(C)C(OC)=O, predict the reaction product. The product is: [CH2:1]=[CH:2][C:3]1[CH:8]=[CH:7][CH:6]=[CH:5][CH:4]=1.[C:9]([O:14][CH2:15][CH2:16][P:17](=[O:18])([OH:20])[OH:19])(=[O:13])[C:10]([CH3:12])=[CH2:11].